Dataset: Catalyst prediction with 721,799 reactions and 888 catalyst types from USPTO. Task: Predict which catalyst facilitates the given reaction. (1) Reactant: [F:1][C:2]([F:23])([F:22])[C:3]1[CH:4]=[C:5]([C:9]#[C:10][C:11]2[N:15]3[CH:16]=[CH:17][CH:18]=[CH:19][C:14]3=[N:13][C:12]=2[CH2:20][NH2:21])[CH:6]=[CH:7][CH:8]=1.C(N(C(C)C)CC)(C)C.[CH:33]([S:36](Cl)(=[O:38])=[O:37])([CH3:35])[CH3:34]. Product: [F:23][C:2]([F:1])([F:22])[C:3]1[CH:4]=[C:5]([C:9]#[C:10][C:11]2[N:15]3[CH:16]=[CH:17][CH:18]=[CH:19][C:14]3=[N:13][C:12]=2[CH2:20][NH:21][S:36]([CH:33]([CH3:35])[CH3:34])(=[O:38])=[O:37])[CH:6]=[CH:7][CH:8]=1. The catalyst class is: 4. (2) Reactant: [C:1]([C:4](=[CH:10]OCC)[C:5]([O:7][CH2:8][CH3:9])=[O:6])(=O)[CH3:2].C[NH:15][C:16](=[NH:18])[SH:17].S(=O)(=O)(O)O.[C:24]([O-])(=O)C.[Na+]. Product: [CH3:2][C:1]1[C:4]([C:5]([O:7][CH2:8][CH3:9])=[O:6])=[CH:10][N:18]=[C:16]([S:17][CH3:24])[N:15]=1. The catalyst class is: 9. (3) Reactant: [C:1]([NH:4][CH:5]([CH2:23][C:24]1[CH:29]=[CH:28][C:27]([Cl:30])=[CH:26][C:25]=1[Cl:31])[C:6]([CH:8]1[CH2:13][CH2:12][C:11]([C:20](O)=[O:21])([N:14]2[CH2:19][CH2:18][NH:17][CH2:16][CH2:15]2)[CH2:10][CH2:9]1)=[O:7])(=[O:3])[CH3:2].[CH2:32]([NH2:34])[CH3:33].CN(C(ON1N=NC2C=CC=CC1=2)=[N+](C)C)C.F[P-](F)(F)(F)(F)F.CCN(C(C)C)C(C)C. Product: [CH2:32]([NH:34][C:20]([C:11]1([N:14]2[CH2:19][CH2:18][NH:17][CH2:16][CH2:15]2)[CH2:10][CH2:9][CH:8]([C:6](=[O:7])[CH:5]([NH:4][C:1](=[O:3])[CH3:2])[CH2:23][C:24]2[CH:29]=[CH:28][C:27]([Cl:30])=[CH:26][C:25]=2[Cl:31])[CH2:13][CH2:12]1)=[O:21])[CH3:33]. The catalyst class is: 3. (4) Reactant: C([N:8]1[CH2:13][CH2:12][C:11]2([C:21]3[C:20](=[O:22])[N:19]([CH2:23][C@H:24]([NH:31][C:32](=[O:38])[O:33][C:34]([CH3:37])([CH3:36])[CH3:35])[C:25]4[CH:30]=[CH:29][CH:28]=[CH:27][CH:26]=4)[C:18](=[O:39])[N:17]([CH2:40][C:41]4[C:46]([C:47]([F:50])([F:49])[F:48])=[CH:45][CH:44]=[CH:43][C:42]=4[F:51])[C:16]=3[CH2:15][O:14]2)[CH2:10][CH2:9]1)C1C=CC=CC=1.[H][H]. Product: [F:51][C:42]1[CH:43]=[CH:44][CH:45]=[C:46]([C:47]([F:48])([F:49])[F:50])[C:41]=1[CH2:40][N:17]1[C:16]2[CH2:15][O:14][C:11]3([CH2:10][CH2:9][NH:8][CH2:13][CH2:12]3)[C:21]=2[C:20](=[O:22])[N:19]([CH2:23][C@H:24]([NH:31][C:32](=[O:38])[O:33][C:34]([CH3:37])([CH3:36])[CH3:35])[C:25]2[CH:26]=[CH:27][CH:28]=[CH:29][CH:30]=2)[C:18]1=[O:39]. The catalyst class is: 19. (5) Reactant: [OH-].[Na+].[Br:3][C:4]1[CH:9]=[CH:8][C:7]([C:10]2[CH:15]=[CH:14][C:13]([C:16]([O:18]CC)=[O:17])=[CH:12][CH:11]=2)=[CH:6][CH:5]=1.Cl. Product: [Br:3][C:4]1[CH:5]=[CH:6][C:7]([C:10]2[CH:15]=[CH:14][C:13]([C:16]([OH:18])=[O:17])=[CH:12][CH:11]=2)=[CH:8][CH:9]=1. The catalyst class is: 14. (6) Reactant: [Br:1][C:2]1[CH:7]=[C:6]([CH3:8])[C:5]([OH:9])=[C:4]([CH3:10])[CH:3]=1.[H-].[Na+].[CH2:13](Br)[C:14]1[CH:19]=[CH:18][CH:17]=[CH:16][CH:15]=1.O. Product: [CH2:13]([O:9][C:5]1[C:6]([CH3:8])=[CH:7][C:2]([Br:1])=[CH:3][C:4]=1[CH3:10])[C:14]1[CH:19]=[CH:18][CH:17]=[CH:16][CH:15]=1. The catalyst class is: 3. (7) Reactant: Br[C:2]1[CH:7]=[C:6]([O:8][CH3:9])[C:5]([CH2:10][CH2:11][S:12][CH3:13])=[CH:4][C:3]=1[O:14][CH3:15].[C:16](=O)=[O:17].CC(C)=O.[Li]CCCC. Product: [CH3:15][O:14][C:3]1[CH:4]=[C:5]([CH2:10][CH2:11][S:12][CH3:13])[C:6]([O:8][CH3:9])=[CH:7][C:2]=1[CH:16]=[O:17]. The catalyst class is: 1.